Dataset: Reaction yield outcomes from USPTO patents with 853,638 reactions. Task: Predict the reaction yield, written as a fraction of the theoretical maximum amount of product (1.0 means a 100% yield; for example, 0.34 means a 34% yield). (1) The reactants are C(OC(=O)C)(=O)C.[CH2:8]([C:10]1[CH:38]=[CH:37][C:13]([C:14]([N:16]2[CH2:21][CH2:20][C:19]3([O:26][C:25]4[CH:27]=[CH:28][CH:29]=[CH:30][C:24]=4[N:23]4[C:31](/[CH:34]=[N:35]\O)=[CH:32][CH:33]=[C:22]34)[CH2:18][CH2:17]2)=[O:15])=[CH:12][C:11]=1[O:39][CH3:40])[CH3:9].C(=O)(O)[O-].[Na+]. The catalyst is ClCCl. The product is [CH2:8]([C:10]1[CH:38]=[CH:37][C:13]([C:14]([N:16]2[CH2:17][CH2:18][C:19]3([O:26][C:25]4[CH:27]=[CH:28][CH:29]=[CH:30][C:24]=4[N:23]4[C:31]([C:34]#[N:35])=[CH:32][CH:33]=[C:22]34)[CH2:20][CH2:21]2)=[O:15])=[CH:12][C:11]=1[O:39][CH3:40])[CH3:9]. The yield is 0.690. (2) The reactants are C([N:3]1[CH:7]=[CH:6][N:5]=[CH:4]1)([N:3]1[CH:7]=[CH:6][N:5]=[CH:4]1)=O.O[CH:14]([C:18]1[CH:23]=[CH:22][C:21]([NH:24][C:25](=[O:27])[CH3:26])=[CH:20][CH:19]=1)[CH:15]([CH3:17])[CH3:16]. The catalyst is O1CCCC1. The product is [N:3]1([CH:14]([C:18]2[CH:23]=[CH:22][C:21]([NH:24][C:25](=[O:27])[CH3:26])=[CH:20][CH:19]=2)[CH:15]([CH3:17])[CH3:16])[CH:7]=[CH:6][N:5]=[CH:4]1. The yield is 0.670. (3) The reactants are [N+:1]([C:4]1[CH:5]=[C:6]2[C:11](=[CH:12][CH:13]=1)[CH2:10][CH2:9][CH2:8][CH2:7]2)([O-])=O.[N+](C1C=CC=C2C=1CCCC2)([O-])=O.[H][H]. The yield is 0.400. The catalyst is CO.[Pd]. The product is [CH:5]1[C:6]2[CH2:7][CH2:8][CH2:9][CH2:10][C:11]=2[CH:12]=[CH:13][C:4]=1[NH2:1]. (4) The reactants are [CH3:1][O:2][C:3]1[CH:12]=[C:11]2[C:6]([C:7]([NH:29][C:30]3[CH:31]=[C:32]4[C:36](=[CH:37][CH:38]=3)[N:35](C(OC(C)(C)C)=O)[N:34]=[CH:33]4)=[N:8][C:9]([C:13]3[CH:18]=[CH:17][CH:16]=[C:15]([NH:19][C:20](=[O:28])[CH2:21][N:22]4[CH2:27][CH2:26][O:25][CH2:24][CH2:23]4)[CH:14]=3)=[N:10]2)=[CH:5][C:4]=1[O:46][CH2:47][CH2:48][O:49][CH3:50].[C:51]([OH:57])([C:53]([F:56])([F:55])[F:54])=[O:52]. The catalyst is C(Cl)Cl. The product is [F:54][C:53]([F:56])([F:55])[C:51]([OH:57])=[O:52].[NH:35]1[C:36]2[C:32](=[CH:31][C:30]([NH:29][C:7]3[C:6]4[C:11](=[CH:12][C:3]([O:2][CH3:1])=[C:4]([O:46][CH2:47][CH2:48][O:49][CH3:50])[CH:5]=4)[N:10]=[C:9]([C:13]4[CH:14]=[C:15]([NH:19][C:20](=[O:28])[CH2:21][N:22]5[CH2:23][CH2:24][O:25][CH2:26][CH2:27]5)[CH:16]=[CH:17][CH:18]=4)[N:8]=3)=[CH:38][CH:37]=2)[CH:33]=[N:34]1. The yield is 0.430. (5) The reactants are [C:1]([C:5]1[CH:10]=[CH:9][C:8]([OH:11])=[C:7]([Cl:12])[CH:6]=1)([CH3:4])([CH3:3])[CH3:2].CCN(CC)CC.Cl[C:21]([O:23][CH3:24])=[O:22]. The catalyst is ClCCl.CN(C1C=CN=CC=1)C. The product is [C:21](=[O:22])([O:23][CH3:24])[O:11][C:8]1[CH:9]=[CH:10][C:5]([C:1]([CH3:4])([CH3:2])[CH3:3])=[CH:6][C:7]=1[Cl:12]. The yield is 0.920. (6) The reactants are [C:1]([OH:9])(=O)[C:2]1[CH:7]=[CH:6][N:5]=[CH:4][CH:3]=1.C1C=CC2N(O)N=NC=2C=1.CCN=C=NCCCN(C)C.[CH2:31]([O:33][C:34]1[CH:35]=[C:36]([CH:41]=[CH:42][C:43]=1[O:44][CH2:45][CH3:46])/[C:37](=[N:39]/O)/[NH2:38])[CH3:32].C([O-])(O)=O.[Na+]. The catalyst is CN(C=O)C. The product is [CH2:31]([O:33][C:34]1[CH:35]=[C:36]([C:37]2[N:39]=[C:1]([C:2]3[CH:3]=[CH:4][N:5]=[CH:6][CH:7]=3)[O:9][N:38]=2)[CH:41]=[CH:42][C:43]=1[O:44][CH2:45][CH3:46])[CH3:32]. The yield is 0.260. (7) The yield is 0.800. The product is [CH:4]1([Ni:15][CH:11]2[C:13]3[C:8](=[CH:8][CH:9]=[CH:10][CH:11]=3)[CH:9]=[CH:10]2)[C:6]2[C:1](=[CH:1][CH:2]=[CH:3][CH:4]=2)[CH:2]=[CH:3]1. The catalyst is C1(C)C=CC=CC=1. The reactants are [CH3:1]/[C:2](/[O-])=[CH:3]/[C:4]([CH3:6])=O.[CH3:8]/[C:9](/[O-])=[CH:10]/[C:11]([CH3:13])=O.[Ni+2:15]. (8) The reactants are [Cl:1][C:2]1[CH:7]=[C:6]([Cl:8])[CH:5]=[CH:4][C:3]=1[S:9]([NH:12][C:13]1[CH:18]=[C:17]([Cl:19])[C:16]([S:20][C:21]2[S:22][C:23]3[CH:29]=[CH:28][C:27]([C:30]#[N:31])=[CH:26][C:24]=3[N:25]=2)=[C:15]([Cl:32])[CH:14]=1)(=[O:11])=[O:10].[OH-:33].[K+].Cl. The catalyst is C(O)(C)(C)C. The product is [Cl:19][C:17]1[CH:18]=[C:13]([NH:12][S:9]([C:3]2[CH:4]=[CH:5][C:6]([Cl:8])=[CH:7][C:2]=2[Cl:1])(=[O:11])=[O:10])[CH:14]=[C:15]([Cl:32])[C:16]=1[S:20][C:21]1[S:22][C:23]2[CH:29]=[CH:28][C:27]([C:30]([NH2:31])=[O:33])=[CH:26][C:24]=2[N:25]=1. The yield is 0.800. (9) The reactants are [NH2:1][C:2]1[CH:7]=[CH:6][CH:5]=[CH:4][CH:3]=1.N1C(C)=CC=CC=1C.Br[CH2:17][CH2:18][O:19][CH2:20][C:21]1[CH:26]=[CH:25][CH:24]=[CH:23][CH:22]=1. The catalyst is CN(C=O)C.C(OCC)(=O)C. The product is [CH2:20]([O:19][CH2:18][CH2:17][NH:1][C:2]1[CH:7]=[CH:6][CH:5]=[CH:4][CH:3]=1)[C:21]1[CH:26]=[CH:25][CH:24]=[CH:23][CH:22]=1. The yield is 0.370.